Dataset: Catalyst prediction with 721,799 reactions and 888 catalyst types from USPTO. Task: Predict which catalyst facilitates the given reaction. (1) Reactant: Br[CH2:2][C:3]([O:5][CH2:6][C:7]1[CH:12]=[CH:11][CH:10]=[CH:9][CH:8]=1)=[O:4].[CH3:13][N:14]1[CH2:19][CH2:18][NH:17][CH2:16][CH2:15]1.C(N(CC)CC)C. Product: [CH2:6]([O:5][C:3](=[O:4])[CH2:2][N:17]1[CH2:18][CH2:19][N:14]([CH3:13])[CH2:15][CH2:16]1)[C:7]1[CH:12]=[CH:11][CH:10]=[CH:9][CH:8]=1. The catalyst class is: 4. (2) Reactant: [CH2:1]([O:3][C:4](=[O:22])[C:5]([C:7]1[C:15]2[C:10](=[CH:11][CH:12]=[CH:13][CH:14]=2)[N:9]([CH3:16])[C:8]=1[C:17]([O:19]CC)=O)=O)[CH3:2].Cl.[C:24]1([CH3:32])[CH:29]=[CH:28][C:27]([NH:30][NH2:31])=[CH:26][CH:25]=1. Product: [CH3:16][N:9]1[C:10]2[CH:11]=[CH:12][CH:13]=[CH:14][C:15]=2[C:7]2[C:5]([C:4]([O:3][CH2:1][CH3:2])=[O:22])=[N:31][N:30]([C:27]3[CH:28]=[CH:29][C:24]([CH3:32])=[CH:25][CH:26]=3)[C:17](=[O:19])[C:8]1=2. The catalyst class is: 52. (3) Reactant: [CH3:1][C:2]1[N:11]([C:12]2[CH:17]=[CH:16][CH:15]=[CH:14][CH:13]=2)[C:10](=[O:18])[C:9]2[C:4](=[CH:5][CH:6]=[CH:7][CH:8]=2)[N:3]=1.[OH:19][C:20]1[C:27]([O:28]C)=[CH:26][CH:25]=[CH:24][C:21]=1[CH:22]=O.[CH3:30]C([O-])=O.[Na+]. Product: [OH:28][C:27]1[C:20]([O:19][CH3:30])=[C:21]([CH:22]=[CH:1][C:2]2[N:11]([C:12]3[CH:17]=[CH:16][CH:15]=[CH:14][CH:13]=3)[C:10](=[O:18])[C:9]3[C:4](=[CH:5][CH:6]=[CH:7][CH:8]=3)[N:3]=2)[CH:24]=[CH:25][CH:26]=1. The catalyst class is: 52. (4) Reactant: [N+:1]([C:4]1[CH:24]=[CH:23][C:7]([C:8](=[NH:22])[NH:9][NH:10][C:11]2[CH:16]=[CH:15][C:14]([O:17][C:18]([F:21])([F:20])[F:19])=[CH:13][CH:12]=2)=[CH:6][CH:5]=1)([O-:3])=[O:2].[CH:25](O)=O. Product: [N+:1]([C:4]1[CH:5]=[CH:6][C:7]([C:8]2[N:22]=[CH:25][N:10]([C:11]3[CH:12]=[CH:13][C:14]([O:17][C:18]([F:19])([F:20])[F:21])=[CH:15][CH:16]=3)[N:9]=2)=[CH:23][CH:24]=1)([O-:3])=[O:2]. The catalyst class is: 6. (5) Reactant: Br[CH2:2][C:3]([C:5]1[CH:16]=[CH:15][C:8]2[O:9][C:10]([CH3:14])([CH3:13])[O:11][CH2:12][C:7]=2[CH:6]=1)=[O:4].[N-:17]=[N+:18]=[N-:19].[Na+]. The catalyst class is: 31. Product: [N:17]([CH2:2][C:3]([C:5]1[CH:16]=[CH:15][C:8]2[O:9][C:10]([CH3:14])([CH3:13])[O:11][CH2:12][C:7]=2[CH:6]=1)=[O:4])=[N+:18]=[N-:19]. (6) The catalyst class is: 78. Reactant: [CH3:1][N:2]([C:6]1[CH:11]=[CH:10][C:9]([NH:12][CH2:13][CH:14]2[CH2:19][CH2:18][O:17][CH2:16][CH2:15]2)=[C:8]([N+:20]([O-])=O)[CH:7]=1)[C:3](=[O:5])[CH3:4]. Product: [NH2:20][C:8]1[CH:7]=[C:6]([N:2]([CH3:1])[C:3](=[O:5])[CH3:4])[CH:11]=[CH:10][C:9]=1[NH:12][CH2:13][CH:14]1[CH2:15][CH2:16][O:17][CH2:18][CH2:19]1. (7) Reactant: [CH2:1]([O:8][C:9]([NH:11][CH2:12][CH2:13][S:14](Cl)(=[O:16])=[O:15])=[O:10])[C:2]1[CH:7]=[CH:6][CH:5]=[CH:4][CH:3]=1.[NH4+:18].[OH-]. Product: [CH2:1]([O:8][C:9]([NH:11][CH2:12][CH2:13][S:14]([NH2:18])(=[O:16])=[O:15])=[O:10])[C:2]1[CH:7]=[CH:6][CH:5]=[CH:4][CH:3]=1. The catalyst class is: 10.